This data is from Full USPTO retrosynthesis dataset with 1.9M reactions from patents (1976-2016). The task is: Predict the reactants needed to synthesize the given product. (1) Given the product [C:21]1([C@@H:27]2[CH2:29][C@H:28]2[NH:30][C:3]2[S:4]/[C:5](=[CH:9]\[C:10]3[CH:11]=[C:12]4[C:17](=[CH:18][CH:19]=3)[N:16]=[CH:15][CH:14]=[CH:13]4)/[C:6](=[O:8])[N:7]=2)[CH:26]=[CH:25][CH:24]=[CH:23][CH:22]=1, predict the reactants needed to synthesize it. The reactants are: CS[C:3]1[S:4]/[C:5](=[CH:9]\[C:10]2[CH:11]=[C:12]3[C:17](=[CH:18][CH:19]=2)[N:16]=[CH:15][CH:14]=[CH:13]3)/[C:6](=[O:8])[N:7]=1.Cl.[C:21]1([C@@H:27]2[CH2:29][C@H:28]2[NH2:30])[CH:26]=[CH:25][CH:24]=[CH:23][CH:22]=1.CCN(C(C)C)C(C)C. (2) Given the product [CH3:1][O:2][C:3]1[CH:8]=[C:7]([CH3:9])[C:6]([S:10]([N:13]2[CH2:22][CH2:21][C:20]3[C:15](=[CH:16][C:17]([CH2:23][OH:24])=[CH:18][CH:19]=3)[CH2:14]2)(=[O:11])=[O:12])=[C:5]([CH3:27])[CH:4]=1, predict the reactants needed to synthesize it. The reactants are: [CH3:1][O:2][C:3]1[CH:8]=[C:7]([CH3:9])[C:6]([S:10]([N:13]2[CH2:22][CH2:21][C:20]3[C:15](=[CH:16][C:17]([C:23](OC)=[O:24])=[CH:18][CH:19]=3)[CH2:14]2)(=[O:12])=[O:11])=[C:5]([CH3:27])[CH:4]=1.[H-].[H-].[H-].[H-].[Li+].[Al+3].C1COCC1.O.